From a dataset of Forward reaction prediction with 1.9M reactions from USPTO patents (1976-2016). Predict the product of the given reaction. The product is: [C:19]1([CH2:18][NH:3][CH:4]2[CH:9]3[CH2:10][CH2:11][N:6]([CH2:7][CH2:8]3)[CH2:5]2)[CH:24]=[CH:23][CH:22]=[CH:21][CH:20]=1. Given the reactants Cl.Cl.[NH2:3][CH:4]1[CH:9]2[CH2:10][CH2:11][N:6]([CH2:7][CH2:8]2)[CH2:5]1.C([O-])([O-])=O.[Na+].[Na+].[CH:18](=O)[C:19]1[CH:24]=[CH:23][CH:22]=[CH:21][CH:20]=1.[BH4-].[Na+], predict the reaction product.